This data is from Peptide-MHC class I binding affinity with 185,985 pairs from IEDB/IMGT. The task is: Regression. Given a peptide amino acid sequence and an MHC pseudo amino acid sequence, predict their binding affinity value. This is MHC class I binding data. (1) The peptide sequence is TWFGFNGTR. The MHC is Mamu-B8301 with pseudo-sequence Mamu-B8301. The binding affinity (normalized) is 0.373. (2) The binding affinity (normalized) is 0.355. The peptide sequence is AYTTGPCTPL. The MHC is Patr-A0901 with pseudo-sequence Patr-A0901. (3) The peptide sequence is SLLNATDIAV. The MHC is HLA-B58:01 with pseudo-sequence HLA-B58:01. The binding affinity (normalized) is 0. (4) The peptide sequence is SLVAIHLAC. The MHC is HLA-A25:01 with pseudo-sequence HLA-A25:01. The binding affinity (normalized) is 0.0847.